From a dataset of Catalyst prediction with 721,799 reactions and 888 catalyst types from USPTO. Predict which catalyst facilitates the given reaction. (1) Reactant: [CH2:1]([O:3][C:4]1[CH:5]=[CH:6][C:7]([F:39])=[C:8]([N:10]2[CH2:15][CH2:14][C@@H:13]([O:16][C:17]3[CH:22]=[CH:21][C:20]([N:23]4[C@@H:27]([CH2:28][C:29]([O:31]C)=[O:30])[C@H:26]([CH3:33])[C:25]([C:34]([F:37])([F:36])[F:35])=[N:24]4)=[CH:19][CH:18]=3)[C@H:12]([CH3:38])[CH2:11]2)[CH:9]=1)[CH3:2].[Li+].[OH-]. Product: [CH2:1]([O:3][C:4]1[CH:5]=[CH:6][C:7]([F:39])=[C:8]([N:10]2[CH2:15][CH2:14][C@@H:13]([O:16][C:17]3[CH:22]=[CH:21][C:20]([N:23]4[C@@H:27]([CH2:28][C:29]([OH:31])=[O:30])[C@H:26]([CH3:33])[C:25]([C:34]([F:36])([F:37])[F:35])=[N:24]4)=[CH:19][CH:18]=3)[C@H:12]([CH3:38])[CH2:11]2)[CH:9]=1)[CH3:2]. The catalyst class is: 20. (2) Reactant: [Si:1]([O:8][CH2:9][CH2:10][O:11][C:12]1[C:17]([CH3:18])=[CH:16][C:15]([C:19]2[NH:28][C:27](=[O:29])[C:26]3[C:21](=[CH:22][CH:23]=[C:24]([CH:30]=O)[CH:25]=3)[N:20]=2)=[CH:14][C:13]=1[CH3:32])([C:4]([CH3:7])([CH3:6])[CH3:5])([CH3:3])[CH3:2].[CH3:33][N:34]1[CH2:39][CH2:38][NH:37][CH2:36][CH2:35]1.[BH-](OC(C)=O)(OC(C)=O)OC(C)=O.[Na+]. Product: [Si:1]([O:8][CH2:9][CH2:10][O:11][C:12]1[C:17]([CH3:18])=[CH:16][C:15]([C:19]2[NH:28][C:27](=[O:29])[C:26]3[C:21](=[CH:22][CH:23]=[C:24]([CH2:30][N:37]4[CH2:38][CH2:39][N:34]([CH3:33])[CH2:35][CH2:36]4)[CH:25]=3)[N:20]=2)=[CH:14][C:13]=1[CH3:32])([C:4]([CH3:7])([CH3:6])[CH3:5])([CH3:3])[CH3:2]. The catalyst class is: 279. (3) Reactant: S(OS([O-])=O)([O-])=O.[Na+].[Na+].[CH2:10]([N:12]1[C:24]2[CH:23]=[CH:22][C:21]([CH:25]=O)=[CH:20][C:19]=2[C:18]2[C:13]1=[CH:14][CH:15]=[CH:16][CH:17]=2)[CH3:11].[NH2:27][C:28]1[CH:29]=[C:30]([CH:34]=[CH:35][C:36]=1[NH:37][CH2:38][CH2:39][O:40][CH3:41])[C:31]([OH:33])=[O:32].Cl. Product: [CH2:10]([N:12]1[C:24]2[CH:23]=[CH:22][C:21]([C:25]3[N:37]([CH2:38][CH2:39][O:40][CH3:41])[C:36]4[CH:35]=[CH:34][C:30]([C:31]([OH:33])=[O:32])=[CH:29][C:28]=4[N:27]=3)=[CH:20][C:19]=2[C:18]2[C:13]1=[CH:14][CH:15]=[CH:16][CH:17]=2)[CH3:11]. The catalyst class is: 20. (4) Reactant: [Br:1][C:2]1[CH:3]=[CH:4][C:5]([Cl:19])=[C:6]([CH2:8][C:9]2[CH:14]=[CH:13][C:12]([O:15]CC)=[C:11]([F:18])[CH:10]=2)[CH:7]=1.B(Br)(Br)Br. Product: [Br:1][C:2]1[CH:3]=[CH:4][C:5]([Cl:19])=[C:6]([CH2:8][C:9]2[CH:14]=[CH:13][C:12]([OH:15])=[C:11]([F:18])[CH:10]=2)[CH:7]=1. The catalyst class is: 4. (5) Reactant: [CH:1]1([N:5]2[CH2:9][CH2:8][C@@H:7]([N:10]3[CH2:19][CH2:18][C:17]4[C:12](=[CH:13][CH:14]=[C:15]([C:20]5[CH:29]=[CH:28][C:23]([C:24]([O:26]C)=[O:25])=[CH:22][C:21]=5[F:30])[CH:16]=4)[C:11]3=[O:31])[CH2:6]2)[CH2:4][CH2:3][CH2:2]1. Product: [CH:1]1([N:5]2[CH2:9][CH2:8][C@@H:7]([N:10]3[CH2:19][CH2:18][C:17]4[C:12](=[CH:13][CH:14]=[C:15]([C:20]5[CH:29]=[CH:28][C:23]([C:24]([OH:26])=[O:25])=[CH:22][C:21]=5[F:30])[CH:16]=4)[C:11]3=[O:31])[CH2:6]2)[CH2:2][CH2:3][CH2:4]1. The catalyst class is: 5.